From a dataset of Forward reaction prediction with 1.9M reactions from USPTO patents (1976-2016). Predict the product of the given reaction. (1) Given the reactants [C:1]([C:3]1[CH:10]=[CH:9][C:6]([CH:7]=O)=[CH:5][CH:4]=1)#[CH:2].[CH3:11][N:12]1[CH2:17][CH2:16][NH:15][CH2:14][CH2:13]1.C([BH3-])#N.[Na+].Cl.[OH-].[Na+], predict the reaction product. The product is: [C:1]([C:3]1[CH:10]=[CH:9][C:6]([CH2:7][N:15]2[CH2:16][CH2:17][N:12]([CH3:11])[CH2:13][CH2:14]2)=[CH:5][CH:4]=1)#[CH:2]. (2) Given the reactants Cl[C:2]([O:4][CH2:5][CH3:6])=[O:3].ON1C(=O)CCC1=O.C(N(CC)C(C)C)(C)C.[CH2:24]([O:26][CH:27]([O:30][CH2:31][CH3:32])[CH2:28][NH2:29])[CH3:25], predict the reaction product. The product is: [CH2:24]([O:26][CH:27]([O:30][CH2:31][CH3:32])[CH2:28][NH:29][C:2](=[O:3])[O:4][CH2:5][CH3:6])[CH3:25]. (3) Given the reactants Cl[C:2]1[CH:7]=[CH:6][N:5]2[C:8]([C:11]([NH:13][C:14]3[CH:22]=[CH:21][CH:20]=[C:19]4[C:15]=3[C:16]([CH:31]3[CH2:33][CH2:32]3)=[N:17][N:18]4[CH2:23][C:24]3[CH:29]=[CH:28][CH:27]=[C:26]([CH3:30])[N:25]=3)=[O:12])=[CH:9][N:10]=[C:4]2[CH:3]=1.[CH3:34][S-:35].[Na+].O, predict the reaction product. The product is: [CH:31]1([C:16]2[C:15]3[C:19](=[CH:20][CH:21]=[CH:22][C:14]=3[NH:13][C:11]([C:8]3[N:5]4[CH:6]=[CH:7][C:2]([S:35][CH3:34])=[CH:3][C:4]4=[N:10][CH:9]=3)=[O:12])[N:18]([CH2:23][C:24]3[CH:29]=[CH:28][CH:27]=[C:26]([CH3:30])[N:25]=3)[N:17]=2)[CH2:33][CH2:32]1. (4) The product is: [CH:30]([C:32]1[CH:33]=[CH:34][C:35]([C:36]([NH:18][CH2:19][CH2:20][C:21]([OH:23])=[O:22])=[O:38])=[CH:39][CH:40]=1)=[O:31]. Given the reactants C([NH:18][CH2:19][CH2:20][C:21]([OH:23])=[O:22])(OCC1C2C(=CC=CC=2)C2C1=CC=CC=2)=O.N1CCCCC1.[CH:30]([C:32]1[CH:40]=[CH:39][C:35]([C:36]([OH:38])=O)=[CH:34][CH:33]=1)=[O:31].C(N(C(C)C)CC)(C)C.C1CN([P+](Br)(N2CCCC2)N2CCCC2)CC1.F[P-](F)(F)(F)(F)F, predict the reaction product. (5) Given the reactants [CH2:1]([C:8]1[CH:13]=[CH:12][N:11]=[CH:10][CH:9]=1)[C:2]1[CH:7]=[CH:6][CH:5]=[CH:4][CH:3]=1.[CH3:14][C:15]1[CH:20]=[C:19]([CH3:21])[CH:18]=[C:17]([CH3:22])[C:16]=1[S:23]([O:26][NH2:27])(=[O:25])=[O:24], predict the reaction product. The product is: [CH3:22][C:17]1[CH:18]=[C:19]([CH3:21])[CH:20]=[C:15]([CH3:14])[C:16]=1[S:23]([O-:26])(=[O:25])=[O:24].[CH2:1]([C:8]1[CH:13]=[CH:12][N:11]([NH3+:27])[CH2:10][CH:9]=1)[C:2]1[CH:3]=[CH:4][CH:5]=[CH:6][CH:7]=1. (6) Given the reactants C(OC(=O)[NH:7][CH2:8][C:9]([N:11]1[CH2:16][CH2:15][N:14]([C:17]2[CH:22]=[CH:21][CH:20]=[C:19]([CH2:23][S:24]([CH:27]=[C:28]3[CH2:31][N:30]([CH:32]([C:40]4[CH:45]=[CH:44][C:43]([Cl:46])=[CH:42][CH:41]=4)[C:33]4[CH:38]=[CH:37][C:36]([Cl:39])=[CH:35][CH:34]=4)[CH2:29]3)(=[O:26])=[O:25])[CH:18]=2)[CH2:13][CH2:12]1)=[O:10])(C)(C)C, predict the reaction product. The product is: [NH2:7][CH2:8][C:9]([N:11]1[CH2:12][CH2:13][N:14]([C:17]2[CH:22]=[CH:21][CH:20]=[C:19]([CH2:23][S:24]([CH:27]=[C:28]3[CH2:29][N:30]([CH:32]([C:40]4[CH:41]=[CH:42][C:43]([Cl:46])=[CH:44][CH:45]=4)[C:33]4[CH:38]=[CH:37][C:36]([Cl:39])=[CH:35][CH:34]=4)[CH2:31]3)(=[O:26])=[O:25])[CH:18]=2)[CH2:15][CH2:16]1)=[O:10]. (7) Given the reactants O=[C:2]1[CH2:7][CH2:6][N:5]([C:8]([O:10][C:11]([CH3:14])([CH3:13])[CH3:12])=[O:9])[CH2:4][CH2:3]1.O1CCCC1.C(NC(C)C)(C)C.[Li].C1C=CC(N(S(C(F)(F)F)(=O)=O)S(C(F)(F)F)(=O)=O)=CC=1.C(=O)([O-])[O-].[Na+].[Na+].[CH3:55][O:56][C:57]([C:59]1[CH:64]=[CH:63][C:62](OB(O)O)=[CH:61][CH:60]=1)=[O:58].[Cl-].[Li+], predict the reaction product. The product is: [CH3:55][O:56][C:57]([C:59]1[CH:64]=[CH:63][C:62]([C:2]2[CH2:7][CH2:6][N:5]([C:8]([O:10][C:11]([CH3:14])([CH3:13])[CH3:12])=[O:9])[CH2:4][CH:3]=2)=[CH:61][CH:60]=1)=[O:58]. (8) Given the reactants [NH2:1][C:2]1[C:10]([Cl:11])=[CH:9][C:8]([C:12]([F:15])([F:14])[F:13])=[CH:7][C:3]=1[C:4]([OH:6])=O.[Cl:16][C:17]1[CH:18]=[CH:19][C:20]([S:25][CH2:26][CH3:27])=[C:21]([CH:24]=1)[CH2:22][NH2:23].Cl.ClC1C=CC(S(CC)(=O)=O)=C(C=1)CN.C1C=CC2N(O)N=NC=2C=1, predict the reaction product. The product is: [NH2:1][C:2]1[C:10]([Cl:11])=[CH:9][C:8]([C:12]([F:15])([F:14])[F:13])=[CH:7][C:3]=1[C:4]([NH:23][CH2:22][C:21]1[CH:24]=[C:17]([Cl:16])[CH:18]=[CH:19][C:20]=1[S:25][CH2:26][CH3:27])=[O:6].